From a dataset of Forward reaction prediction with 1.9M reactions from USPTO patents (1976-2016). Predict the product of the given reaction. (1) The product is: [CH3:33][O:34][CH:35]1[CH2:42][CH:41]2[CH:37]([CH2:38][CH:6]([NH:7][CH2:8][C:9]([N:11]3[CH2:15][CH2:14][CH2:13][CH:12]3[C:16]#[N:17])=[O:10])[CH2:40]2)[CH2:36]1. Given the reactants C(O[C:6](=O)[NH:7][CH2:8][C:9]([N:11]1[CH2:15][CH2:14][CH2:13][CH:12]1[C:16]#[N:17])=[O:10])(C)(C)C.FC(F)(F)C(O)=O.C(N(CC)CC)C.[CH3:33][O:34][CH:35]1[CH2:42][CH:41]2[CH:37]([CH2:38]C(=O)[CH2:40]2)[CH2:36]1.C(O[BH-](OC(=O)C)OC(=O)C)(=O)C.[Na+], predict the reaction product. (2) The product is: [NH2:1][C:2]1[C:7]2=[C:8]([C:15]3[CH:20]=[CH:19][C:18]([NH:21][C:22]([NH:24][C:25]4[CH:30]=[C:29]([C:31]([F:34])([F:33])[F:32])[CH:28]=[CH:27][C:26]=4[F:35])=[O:23])=[C:17]([F:36])[CH:16]=3)[CH:9]=[C:10]([C:11](=[O:14])[CH2:12][O:55][CH2:54][CH2:53][CH2:52][N:46]3[CH2:51][CH2:50][O:49][CH2:48][CH2:47]3)[N:6]2[N:5]=[CH:4][N:3]=1. Given the reactants [NH2:1][C:2]1[C:7]2=[C:8]([C:15]3[CH:20]=[CH:19][C:18]([NH:21][C:22]([NH:24][C:25]4[CH:30]=[C:29]([C:31]([F:34])([F:33])[F:32])[CH:28]=[CH:27][C:26]=4[F:35])=[O:23])=[C:17]([F:36])[CH:16]=3)[CH:9]=[C:10]([C:11](=[O:14])[CH2:12]Br)[N:6]2[N:5]=[CH:4][N:3]=1.C(N(C(C)C)CC)(C)C.[N:46]1([CH2:52][CH2:53][CH2:54][OH:55])[CH2:51][CH2:50][O:49][CH2:48][CH2:47]1, predict the reaction product. (3) Given the reactants [Cl:1][C:2]1[CH:7]=[CH:6][C:5]([NH:8][C:9](=[O:15])[CH2:10][C:11]([F:14])([F:13])[F:12])=[C:4]([F:16])[CH:3]=1.[N+:17]([O-])([OH:19])=[O:18], predict the reaction product. The product is: [Cl:1][C:2]1[CH:7]=[C:6]([N+:17]([O-:19])=[O:18])[C:5]([NH:8][C:9](=[O:15])[CH2:10][C:11]([F:13])([F:14])[F:12])=[C:4]([F:16])[CH:3]=1. (4) Given the reactants [F:1][C:2]1[C:3]([O:20][CH3:21])=[C:4]([C@H:8]([CH2:18][CH3:19])[CH2:9][C@:10]([OH:17])([C:13]([F:16])([F:15])[F:14])[CH:11]=O)[CH:5]=[CH:6][CH:7]=1.[NH2:22][C:23]1[CH:31]=[CH:30][CH:29]=[C:28]2[C:24]=1[CH:25]=[N:26][N:27]2[C:32]1[CH:33]=[N:34][C:35]([F:38])=[CH:36][CH:37]=1, predict the reaction product. The product is: [F:1][C:2]1[C:3]([O:20][CH3:21])=[C:4]([CH:8]([CH2:18][CH3:19])[CH2:9][C:10]([C:13]([F:14])([F:15])[F:16])([OH:17])[CH:11]=[N:22][C:23]2[CH:31]=[CH:30][CH:29]=[C:28]3[C:24]=2[CH:25]=[N:26][N:27]3[C:32]2[CH:33]=[N:34][C:35]([F:38])=[CH:36][CH:37]=2)[CH:5]=[CH:6][CH:7]=1. (5) Given the reactants [Cl:1][C:2]1[CH:7]=[CH:6][CH:5]=[CH:4][C:3]=1[C:8]1[C:9]([C:21]([OH:23])=O)=[CH:10][N:11]([C:13]2[C:18]([Cl:19])=[CH:17][N:16]=[C:15]([Cl:20])[CH:14]=2)[CH:12]=1.N.C[N:26](C(ON1N=NC2C=CC=CC1=2)=[N+](C)C)C.[B-](F)(F)(F)F.CCN(C(C)C)C(C)C, predict the reaction product. The product is: [Cl:1][C:2]1[CH:7]=[CH:6][CH:5]=[CH:4][C:3]=1[C:8]1[C:9]([C:21]([NH2:26])=[O:23])=[CH:10][N:11]([C:13]2[C:18]([Cl:19])=[CH:17][N:16]=[C:15]([Cl:20])[CH:14]=2)[CH:12]=1. (6) Given the reactants [NH:1]1[C:9]2[C:4](=[CH:5][C:6]([NH:10][CH:11]3[CH2:16][CH2:15][C:14](=O)[CH2:13][CH2:12]3)=[CH:7][CH:8]=2)[CH:3]=[N:2]1.[CH:18]1([NH2:25])[CH2:24][CH2:23][CH2:22][CH2:21][CH2:20][CH2:19]1.C(O[BH-](OC(=O)C)OC(=O)C)(=O)C.[Na+].Cl.CO, predict the reaction product. The product is: [CH:18]1([NH:25][CH:14]2[CH2:15][CH2:16][CH:11]([NH:10][C:6]3[CH:5]=[C:4]4[C:9](=[CH:8][CH:7]=3)[NH:1][N:2]=[CH:3]4)[CH2:12][CH2:13]2)[CH2:24][CH2:23][CH2:22][CH2:21][CH2:20][CH2:19]1. (7) Given the reactants [CH2:1]([O:8][C:9]([NH:11][C@@H:12]([CH2:16][S:17][CH2:18][C@H:19]([O:35][C:36](=[O:48])[NH:37][CH2:38][CH2:39][CH2:40][CH2:41][CH2:42][CH2:43][CH2:44][CH2:45]CC)[CH2:20][O:21][C:22](=[O:34])[NH:23][CH2:24][CH2:25][CH2:26][CH2:27][CH2:28][CH2:29][CH2:30][CH2:31]CC)[C:13](O)=[O:14])=[O:10])[C:2]1[CH:7]=[CH:6][CH:5]=[CH:4][CH:3]=1.CN(C(ON1N=NC2C=CC=CC1=2)=[N+](C)C)C.F[P-](F)(F)(F)(F)F.CCN(C(C)C)C(C)C.[NH2:82][CH2:83][CH2:84][O:85][CH2:86][CH2:87][O:88][CH2:89][CH2:90][O:91][CH2:92][CH2:93][P:94](=[O:101])([O:98][CH2:99][CH3:100])[O:95][CH2:96][CH3:97], predict the reaction product. The product is: [CH2:99]([O:98][P:94]([CH2:93][CH2:92][O:91][CH2:90][CH2:89][O:88][CH2:87][CH2:86][O:85][CH2:84][CH2:83][NH:82][C:13](=[O:14])[C@@H:12]([NH:11][C:9]([O:8][CH2:1][C:2]1[CH:7]=[CH:6][CH:5]=[CH:4][CH:3]=1)=[O:10])[CH2:16][S:17][CH2:18][C@H:19]([O:35][C:36](=[O:48])[NH:37][CH2:38][CH2:39][CH2:40][CH2:41][CH2:42][CH2:43][CH2:44][CH3:45])[CH2:20][O:21][C:22](=[O:34])[NH:23][CH2:24][CH2:25][CH2:26][CH2:27][CH2:28][CH2:29][CH2:30][CH3:31])(=[O:101])[O:95][CH2:96][CH3:97])[CH3:100].